From a dataset of Forward reaction prediction with 1.9M reactions from USPTO patents (1976-2016). Predict the product of the given reaction. (1) The product is: [F:27][C:16]1[CH:15]=[CH:14][C:13]([C:10]2[N:7]3[CH:8]=[CH:9][C:4]([C:1]4[S:51][C:49]([CH3:50])=[N:52][CH:2]=4)=[N:5][C:6]3=[N:12][CH:11]=2)=[CH:18][C:17]=1[C:19]1[C:20]([C:25]#[N:26])=[CH:21][CH:22]=[CH:23][CH:24]=1. Given the reactants [C:1]([C:4]1[CH:9]=[CH:8][N:7]2[C:10]([C:13]3[CH:14]=[CH:15][C:16]([F:27])=[C:17]([C:19]4[C:20]([C:25]#[N:26])=[CH:21][CH:22]=[CH:23][CH:24]=4)[CH:18]=3)=[CH:11][N:12]=[C:6]2[N:5]=1)(=O)[CH3:2].[Br-].[Br-].[Br-].[NH+]1C=CC=CC=1.[NH+]1C=CC=CC=1.[NH+]1C=CC=CC=1.[C:49]([NH2:52])(=[S:51])[CH3:50].C(OCC)C, predict the reaction product. (2) Given the reactants [Br:1][C:2]1[CH:9]=[CH:8][CH:7]=[CH:6][C:3]=1[CH:4]=[O:5].[Cl:10][C:11]1[CH:16]=[CH:15][C:14]([Mg]Br)=[CH:13][CH:12]=1.[Cl-].[NH4+], predict the reaction product. The product is: [Br:1][C:2]1[CH:9]=[CH:8][CH:7]=[CH:6][C:3]=1[CH:4]([C:14]1[CH:15]=[CH:16][C:11]([Cl:10])=[CH:12][CH:13]=1)[OH:5]. (3) Given the reactants [N:1]1[CH:6]=[CH:5][CH:4]=[N:3][CH:2]=1.[Li+].[OH-].CN(C(ON1N=[N:24][C:19]2C=C[CH:22]=[N:23][C:18]1=2)=[N+](C)C)C.F[P-](F)(F)(F)(F)F.CC[N:35]([CH:39]([CH3:41])C)[CH:36]([CH3:38])[CH3:37].[CH2:42]([NH2:52])[C:43]1[CH:51]=[CH:50][C:49]2[O:48][CH2:47][O:46][C:45]=2[CH:44]=1.[CH2:53]1[CH2:57][O:56][CH2:55][CH2:54]1.O, predict the reaction product. The product is: [O:48]1[C:49]2[CH:50]=[CH:51][C:43]([CH2:42][NH:52][C:55]([C:54]3[CH:37]=[C:36]4[C:38]([CH:41]=[CH:39][N:35]4[C:6]4[CH:5]=[CH:4][N:3]=[C:2]([N:23]5[CH:18]=[CH:19][N:24]=[CH:22]5)[N:1]=4)=[CH:57][CH:53]=3)=[O:56])=[CH:44][C:45]=2[O:46][CH2:47]1.